From a dataset of Merck oncology drug combination screen with 23,052 pairs across 39 cell lines. Regression. Given two drug SMILES strings and cell line genomic features, predict the synergy score measuring deviation from expected non-interaction effect. Drug 1: N#Cc1ccc(Cn2cncc2CN2CCN(c3cccc(Cl)c3)C(=O)C2)cc1. Drug 2: C#Cc1cccc(Nc2ncnc3cc(OCCOC)c(OCCOC)cc23)c1. Cell line: UWB1289. Synergy scores: synergy=20.3.